Dataset: Reaction yield outcomes from USPTO patents with 853,638 reactions. Task: Predict the reaction yield, written as a fraction of the theoretical maximum amount of product (1.0 means a 100% yield; for example, 0.34 means a 34% yield). (1) The reactants are Br[C:2]1[C:7]([F:8])=[CH:6][C:5]([C:9]2[CH:18]=[C:17]3[C:12]([CH:13]=[C:14]([NH:19][C:20]([CH:22]4[CH2:24][CH2:23]4)=[O:21])[N:15]=[CH:16]3)=[CH:11][CH:10]=2)=[C:4]([CH3:25])[CH:3]=1.F[B-](F)(F)F.F[B-](F)(F)F.C1(P(C2CCCCC2)CCCP(C2CCCCC2)C2CCCCC2)CCCCC1.[C:65](=[O:68])([O-])[O-:66].[K+].[K+].[CH3:71]O. The catalyst is CN(C=O)C.C(OCC)(=O)C.C([O-])(=O)C.[Pd+2].C([O-])(=O)C. The product is [CH:22]1([C:20]([NH:19][C:14]2[N:15]=[CH:16][C:17]3[C:12]([CH:13]=2)=[CH:11][CH:10]=[C:9]([C:5]2[C:4]([CH3:25])=[CH:3][C:2]([C:65]([O:66][CH3:71])=[O:68])=[C:7]([F:8])[CH:6]=2)[CH:18]=3)=[O:21])[CH2:24][CH2:23]1. The yield is 0.780. (2) The reactants are Br[C:2]1[N:6]2[N:7]=[C:8]([NH:11][CH2:12][CH2:13][O:14][CH3:15])[CH:9]=[CH:10][C:5]2=[N:4][CH:3]=1.[C:16]([C:19]1[CH:24]=[CH:23][C:22](B(O)O)=[CH:21][CH:20]=1)(=O)[NH2:17].P([O-])([O-])([O-])=O.[K+].[K+].[K+]. The catalyst is C1C=CC(P(C2C=CC=CC=2)[C-]2C=CC=C2)=CC=1.C1C=CC(P(C2C=CC=CC=2)[C-]2C=CC=C2)=CC=1.Cl[Pd]Cl.[Fe+2].C(COC)OC.O. The product is [NH2:17][CH2:16][C:19]1[CH:24]=[CH:23][C:22]([C:2]2[N:6]3[N:7]=[C:8]([NH:11][CH2:12][CH2:13][O:14][CH3:15])[CH:9]=[CH:10][C:5]3=[N:4][CH:3]=2)=[CH:21][CH:20]=1. The yield is 0.140. (3) The reactants are [C:1]([C:4]1[CH:9]=[CH:8][CH:7]=[CH:6][CH:5]=1)(=[O:3])[CH3:2].Cl.[C:11]([O:14][CH2:15][CH3:16])(=[O:13])[CH3:12]. The catalyst is O1CCCC1. The product is [OH:3][C:1]([C:4]1[CH:9]=[CH:8][CH:7]=[CH:6][CH:5]=1)([CH3:2])[CH2:12][C:11]([O:14][C@@H:15]1[CH2:5][C@H:4]([CH3:9])[CH2:1][CH2:2][C@H:16]1[CH:7]([CH3:8])[CH3:6])=[O:13]. The yield is 0.920. (4) The reactants are Cl.[NH2:2][CH2:3][C:4]1[CH:5]=[C:6]2[C:10](=[CH:11][CH:12]=1)[C:9](=[O:13])[N:8]([CH:14]1[CH2:19][CH2:18][C:17](=[O:20])[NH:16][C:15]1=[O:21])[C:7]2=[O:22].[Cl:23][C:24]1[CH:25]=[C:26]([CH:30]=[CH:31][C:32]=1[Cl:33])[C:27](Cl)=[O:28].CCN(C(C)C)C(C)C. The catalyst is C1COCC1. The product is [Cl:23][C:24]1[CH:25]=[C:26]([CH:30]=[CH:31][C:32]=1[Cl:33])[C:27]([NH:2][CH2:3][C:4]1[CH:5]=[C:6]2[C:10](=[CH:11][CH:12]=1)[C:9](=[O:13])[N:8]([CH:14]1[CH2:19][CH2:18][C:17](=[O:20])[NH:16][C:15]1=[O:21])[C:7]2=[O:22])=[O:28]. The yield is 0.890. (5) The reactants are [CH3:1][S:2][C:3]1[C:11]2[C:6](=[CH:7][C:8]([C:12]([N:14]3[CH2:19][CH2:18][N:17]([C:20]([O:22][C:23]([CH3:26])([CH3:25])[CH3:24])=[O:21])[CH2:16][CH2:15]3)=[O:13])=[CH:9][CH:10]=2)[N:5]([C:27]2[N:32]=[CH:31][C:30]([C:33]3[CH:38]=[CH:37][CH:36]=[CH:35][CH:34]=3)=[CH:29][N:28]=2)[CH:4]=1.C[OH:40]. The catalyst is ClCCl. The product is [CH3:1][S:2]([C:3]1[C:11]2[C:6](=[CH:7][C:8]([C:12]([N:14]3[CH2:15][CH2:16][N:17]([C:20]([O:22][C:23]([CH3:26])([CH3:24])[CH3:25])=[O:21])[CH2:18][CH2:19]3)=[O:13])=[CH:9][CH:10]=2)[N:5]([C:27]2[N:28]=[CH:29][C:30]([C:33]3[CH:38]=[CH:37][CH:36]=[CH:35][CH:34]=3)=[CH:31][N:32]=2)[CH:4]=1)=[O:40]. The yield is 0.540. (6) The reactants are C(=O)([O-])[O-].[K+].[K+].[CH2:7](Br)[C:8]1[CH:13]=[CH:12][CH:11]=[CH:10][CH:9]=1.[O:15]=[C:16]1[C:22]2[CH:23]=[CH:24][CH:25]=[CH:26][C:21]=2[O:20][C:19]2[CH:27]=[CH:28][C:29]([CH:31]=[O:32])=[CH:30][C:18]=2[NH:17]1. The catalyst is C(#N)C.C(OCC)(=O)C. The product is [CH2:7]([N:17]1[C:16](=[O:15])[C:22]2[CH:23]=[CH:24][CH:25]=[CH:26][C:21]=2[O:20][C:19]2[CH:27]=[CH:28][C:29]([CH:31]=[O:32])=[CH:30][C:18]1=2)[C:8]1[CH:13]=[CH:12][CH:11]=[CH:10][CH:9]=1. The yield is 0.630. (7) The reactants are [O:1]=[C:2]1[C:6]2([CH2:11][CH2:10][N:9]([CH2:12][CH2:13][CH2:14][C:15](=[O:22])[C:16]3[CH:21]=[CH:20][CH:19]=[CH:18][CH:17]=3)[CH2:8][CH2:7]2)[N:5]([C:23]2[CH:28]=[CH:27][CH:26]=[CH:25][CH:24]=2)[CH2:4][N:3]1[CH2:29][C:30]1[CH:31]=[C:32]([CH:40]=[CH:41][CH:42]=1)[C:33]([O:35][C:36]([CH3:39])([CH3:38])[CH3:37])=[O:34].[BH4-].[Na+]. The catalyst is C(O)C. The product is [OH:22][CH:15]([C:16]1[CH:17]=[CH:18][CH:19]=[CH:20][CH:21]=1)[CH2:14][CH2:13][CH2:12][N:9]1[CH2:10][CH2:11][C:6]2([N:5]([C:23]3[CH:24]=[CH:25][CH:26]=[CH:27][CH:28]=3)[CH2:4][N:3]([CH2:29][C:30]3[CH:31]=[C:32]([CH:40]=[CH:41][CH:42]=3)[C:33]([O:35][C:36]([CH3:39])([CH3:38])[CH3:37])=[O:34])[C:2]2=[O:1])[CH2:7][CH2:8]1. The yield is 0.830. (8) The reactants are [Cl:1][C:2]1[CH:3]=[C:4]([CH2:18][C:19]([O:21]C)=[O:20])[CH:5]=[CH:6][C:7]=1[NH:8][C:9]([NH:11][C:12]1[CH:17]=[CH:16][CH:15]=[CH:14][CH:13]=1)=[O:10].[OH-].[Na+]. The catalyst is C1COCC1. The product is [Cl:1][C:2]1[CH:3]=[C:4]([CH2:18][C:19]([OH:21])=[O:20])[CH:5]=[CH:6][C:7]=1[NH:8][C:9]([NH:11][C:12]1[CH:17]=[CH:16][CH:15]=[CH:14][CH:13]=1)=[O:10]. The yield is 0.920.